The task is: Predict the reactants needed to synthesize the given product.. This data is from Retrosynthesis with 50K atom-mapped reactions and 10 reaction types from USPTO. (1) Given the product N#Cc1ccn2ccc(C(=O)O)cc12, predict the reactants needed to synthesize it. The reactants are: CCOC(=O)c1ccn2ccc(C#N)c2c1. (2) Given the product COC[C@@H]1CCCN1C(=O)c1cc2nccc(Oc3ccc4c(C(=O)O)c(C)sc4c3)c2s1, predict the reactants needed to synthesize it. The reactants are: COC[C@@H]1CCCN1C(=O)c1cc2nccc(Oc3ccc4c(C(=O)OC)c(C)sc4c3)c2s1. (3) Given the product CCCCCCCCCCCCCCCCCc1nc2cc(NC(=O)c3ccccc3)ccc2n1CCCN(C)C, predict the reactants needed to synthesize it. The reactants are: CCCCCCCCCCCCCCCCCc1nc2cc(N)ccc2n1CCCN(C)C.O=C(Cl)c1ccccc1. (4) Given the product Cc1cccc(F)c1C(=O)Nc1ccccc1, predict the reactants needed to synthesize it. The reactants are: Cc1cccc(F)c1C(=O)O.Nc1ccccc1. (5) The reactants are: CC(C)C1CCc2ncnc(N3CC4(CCN(Cc5ccccc5)CC4)c4c(CNC(=O)OC(C)(C)C)cccc43)c21. Given the product CC(C)C1CCc2ncnc(N3CC4(CCN(Cc5ccccc5)CC4)c4c(CN)cccc43)c21, predict the reactants needed to synthesize it. (6) Given the product COC(=O)Cn1c(C)c(-c2ccc(Cl)nn2)c2cc(F)ccc21, predict the reactants needed to synthesize it. The reactants are: COC(=O)CBr.Cc1[nH]c2ccc(F)cc2c1-c1ccc(Cl)nn1. (7) Given the product Cc1ccc(-c2ccccc2C(=O)NCCC#N)cc1, predict the reactants needed to synthesize it. The reactants are: Cc1ccc(-c2ccccc2C(=O)O)cc1.N#CCCN. (8) Given the product CCc1nn(C)c2cc(N(CC(=O)NCCN(CC)C(=O)OC(C)(C)C)CC(=O)N(C)N3Cc4ccccc4C3)c(C)cc12, predict the reactants needed to synthesize it. The reactants are: C=Cc1nn(C)c2cc(N(CC(=O)NCCN(CC)C(=O)OC(C)(C)C)CC(=O)N(C)N3Cc4ccccc4C3)c(C)cc12. (9) Given the product CNc1ccc(OC(F)(F)F)cc1[N+](=O)[O-], predict the reactants needed to synthesize it. The reactants are: CI.Nc1ccc(OC(F)(F)F)cc1[N+](=O)[O-]. (10) The reactants are: O=[N+]([O-])c1c(OC(F)(F)F)ccc2nc(Cl)sc12.[NH4+]. Given the product Nc1nc2ccc(OC(F)(F)F)c([N+](=O)[O-])c2s1, predict the reactants needed to synthesize it.